This data is from Reaction yield outcomes from USPTO patents with 853,638 reactions. The task is: Predict the reaction yield, written as a fraction of the theoretical maximum amount of product (1.0 means a 100% yield; for example, 0.34 means a 34% yield). (1) The reactants are [C:1]([NH:4][C:5]1[CH:6]=[C:7]2[C:12](=[O:13])[N:11]([CH:14]([C:19]3[CH:24]=[CH:23][C:22]([O:25][CH3:26])=[C:21]([O:27][CH:28]4[CH2:32][CH2:31][CH2:30][CH2:29]4)[CH:20]=3)[CH2:15][C:16]([OH:18])=O)[C:9](=[O:10])[C:8]2=[CH:33][CH:34]=1)(=[O:3])[CH3:2].C(N1C=CN=C1)(N1C=CN=C1)=O.Cl.[NH2:48][OH:49]. The catalyst is O1CCCC1. The product is [C:1]([NH:4][C:5]1[CH:6]=[C:7]2[C:12](=[O:13])[N:11]([CH:14]([C:19]3[CH:24]=[CH:23][C:22]([O:25][CH3:26])=[C:21]([O:27][CH:28]4[CH2:29][CH2:30][CH2:31][CH2:32]4)[CH:20]=3)[CH2:15][C:16]([NH:48][OH:49])=[O:18])[C:9](=[O:10])[C:8]2=[CH:33][CH:34]=1)(=[O:3])[CH3:2]. The yield is 0.600. (2) The reactants are [CH2:1]([N:8]1[CH2:13][CH2:12][N:11]([S:14]([C:17]2[CH:26]=[CH:25][C:24]([O:27]CC[Si](C)(C)C)=[C:23]3[C:18]=2[CH:19]=[CH:20][CH:21]=[N:22]3)(=[O:16])=[O:15])[CH2:10][CH2:9]1)[C:2]1[CH:7]=[CH:6][CH:5]=[CH:4][CH:3]=1.[F-].[Cs+]. The catalyst is CN(C=O)C.CCOC(C)=O. The product is [CH2:1]([N:8]1[CH2:9][CH2:10][N:11]([S:14]([C:17]2[CH:26]=[CH:25][C:24]([OH:27])=[C:23]3[C:18]=2[CH:19]=[CH:20][CH:21]=[N:22]3)(=[O:16])=[O:15])[CH2:12][CH2:13]1)[C:2]1[CH:7]=[CH:6][CH:5]=[CH:4][CH:3]=1. The yield is 0.560. (3) The reactants are [OH:1][C@H:2]([CH3:24])[CH2:3][CH2:4][CH2:5][CH2:6][N:7]1[C:16](=[O:17])[C:15]2[N:14]([CH2:18][O:19][CH2:20][CH3:21])[C:13]([SH:22])=[N:12][C:11]=2[N:10]([CH3:23])[C:8]1=[O:9].[C:25](=O)([O-])[O-].[K+].[K+].CI. The catalyst is C(#N)C. The product is [CH2:20]([O:19][CH2:18][N:14]1[C:15]2[C:16](=[O:17])[N:7]([CH2:6][CH2:5][CH2:4][CH2:3][C@H:2]([OH:1])[CH3:24])[C:8](=[O:9])[N:10]([CH3:23])[C:11]=2[N:12]=[C:13]1[S:22][CH3:25])[CH3:21]. The yield is 0.890.